The task is: Binary Classification. Given a drug SMILES string, predict its activity (active/inactive) in a high-throughput screening assay against a specified biological target.. This data is from M1 muscarinic receptor antagonist screen with 61,756 compounds. (1) The result is 0 (inactive). The molecule is O1C(CCC1)CN(Cc1cc2c([nH]c1=O)c(c(cc2)C)C)C(=O)c1occc1. (2) The drug is O=C1NC(CC(=C1C#N)C)(C)C. The result is 0 (inactive).